Dataset: HIV replication inhibition screening data with 41,000+ compounds from the AIDS Antiviral Screen. Task: Binary Classification. Given a drug SMILES string, predict its activity (active/inactive) in a high-throughput screening assay against a specified biological target. (1) The compound is CCOC(=O)C1(Br)C(c2ccccc2)NC(=O)NC1(C)Br. The result is 0 (inactive). (2) The drug is CC(=O)[OH+][Cu-4]12([OH+]C(C)=O)Oc3c(Cl)cc(Cl)cc3C=[N+]1[N-]C(c1ccncc1)=[O+]2. The result is 0 (inactive).